Dataset: CYP2C9 inhibition data for predicting drug metabolism from PubChem BioAssay. Task: Regression/Classification. Given a drug SMILES string, predict its absorption, distribution, metabolism, or excretion properties. Task type varies by dataset: regression for continuous measurements (e.g., permeability, clearance, half-life) or binary classification for categorical outcomes (e.g., BBB penetration, CYP inhibition). Dataset: cyp2c9_veith. (1) The drug is CCCSc1nnc(CSc2nc3nc(C)cc(C)n3n2)o1. The result is 0 (non-inhibitor). (2) The molecule is CSc1nsc(/C=C/Nc2ccc(Cl)cc2)c1C#N. The result is 1 (inhibitor). (3) The drug is CN(C)CCOC(=O)[C@@H](c1ccccc1)C1(O)CCCC1. The result is 0 (non-inhibitor). (4) The compound is COc1ccc(C(=O)c2ccccc2O)c(O)c1. The result is 0 (non-inhibitor). (5) The compound is CC(c1ccc(F)cc1)n1c(-c2ccc3ccccc3n2)n[nH]c1=S. The result is 1 (inhibitor).